Task: Regression. Given two drug SMILES strings and cell line genomic features, predict the synergy score measuring deviation from expected non-interaction effect.. Dataset: NCI-60 drug combinations with 297,098 pairs across 59 cell lines (1) Cell line: HCT-15. Synergy scores: CSS=16.5, Synergy_ZIP=-6.46, Synergy_Bliss=-6.54, Synergy_Loewe=-32.1, Synergy_HSA=-0.463. Drug 2: C1C(C(OC1N2C=NC(=NC2=O)N)CO)O. Drug 1: C1CNP(=O)(OC1)N(CCCl)CCCl. (2) Drug 1: CC1=C(C=C(C=C1)NC(=O)C2=CC=C(C=C2)CN3CCN(CC3)C)NC4=NC=CC(=N4)C5=CN=CC=C5. Drug 2: C(CC(=O)O)C(=O)CN.Cl. Cell line: SF-268. Synergy scores: CSS=9.25, Synergy_ZIP=-5.15, Synergy_Bliss=1.82, Synergy_Loewe=-3.91, Synergy_HSA=-0.840.